Dataset: Full USPTO retrosynthesis dataset with 1.9M reactions from patents (1976-2016). Task: Predict the reactants needed to synthesize the given product. (1) Given the product [Br-:1].[CH2:12]([O:11][P+:10]([O:17][CH2:18][CH3:19])([O:14][CH2:15][CH3:16])[CH2:2][C:3]1[CH:8]=[CH:7][CH:6]=[C:5]([F:9])[CH:4]=1)[CH3:13], predict the reactants needed to synthesize it. The reactants are: [Br:1][CH2:2][C:3]1[CH:8]=[CH:7][CH:6]=[C:5]([F:9])[CH:4]=1.[P:10]([O:17][CH2:18][CH3:19])([O:14][CH2:15][CH3:16])[O:11][CH2:12][CH3:13]. (2) Given the product [NH3:3].[O:1]1[C:5]2[CH:6]=[CH:7][CH:8]=[CH:9][C:4]=2[N:3]=[C:2]1[N:10]1[CH2:15][CH2:14][CH2:13][CH2:12][C@H:11]1[C:16]([NH:19][CH2:20][CH2:21][N:22]1[C@@H:27]([CH3:28])[CH2:26][N:25]([C:29]([O:31][C:32]([CH3:33])([CH3:35])[CH3:34])=[O:30])[CH2:24][C@H:23]1[CH3:36])=[O:18], predict the reactants needed to synthesize it. The reactants are: [O:1]1[C:5]2[CH:6]=[CH:7][CH:8]=[CH:9][C:4]=2[N:3]=[C:2]1[N:10]1[CH2:15][CH2:14][CH2:13][CH2:12][C@H:11]1[C:16]([OH:18])=O.[NH2:19][CH2:20][CH2:21][N:22]1[C@@H:27]([CH3:28])[CH2:26][N:25]([C:29]([O:31][C:32]([CH3:35])([CH3:34])[CH3:33])=[O:30])[CH2:24][C@H:23]1[CH3:36]. (3) Given the product [C:18]([NH:17][C:13]1[CH:12]=[C:11]([CH:8]2[CH2:9][CH2:10][N:5]([CH2:4][CH2:3][C@H:2]([NH:1][C:34]([C:30]3[S:29][CH:33]=[CH:32][CH:31]=3)=[O:35])[C:23]3[CH:24]=[CH:25][CH:26]=[CH:27][CH:28]=3)[CH2:6][CH2:7]2)[CH:16]=[CH:15][CH:14]=1)(=[O:22])[CH:19]([CH3:21])[CH3:20], predict the reactants needed to synthesize it. The reactants are: [NH2:1][C@H:2]([C:23]1[CH:28]=[CH:27][CH:26]=[CH:25][CH:24]=1)[CH2:3][CH2:4][N:5]1[CH2:10][CH2:9][CH:8]([C:11]2[CH:12]=[C:13]([NH:17][C:18](=[O:22])[CH:19]([CH3:21])[CH3:20])[CH:14]=[CH:15][CH:16]=2)[CH2:7][CH2:6]1.[S:29]1[CH:33]=[CH:32][CH:31]=[C:30]1[C:34](Cl)=[O:35]. (4) Given the product [Cl:40][C:41]1[CH:42]=[C:43]([C:44]([N:16]2[CH2:19][CH2:15][C:13]3([CH2:14][C:10]([C:9]#[C:8][C:4]4[CH:5]=[CH:6][CH:7]=[C:2]([Cl:1])[CH:3]=4)=[N:11][O:12]3)[CH2:18][CH2:17]2)=[O:45])[CH:47]=[CH:48][CH:49]=1, predict the reactants needed to synthesize it. The reactants are: [Cl:1][C:2]1[CH:3]=[C:4]([C:8]#[C:9][C:10]2[CH2:14][C:13]3([CH2:18][CH2:17][N:16]([C:19](N)=O)[CH2:15]3)[O:12][N:11]=2)[CH:5]=[CH:6][CH:7]=1.ClC1C=C(C#CC2CC3(CCNC3)ON=2)C=CC=1.[Cl:40][C:41]1[CH:42]=[C:43]([CH:47]=[CH:48][CH:49]=1)[C:44](Cl)=[O:45].CN=C=O. (5) Given the product [C:1]([O:5][C:6]([N:8]1[C@H:21]([C:22]([OH:24])=[O:23])[CH2:20][C:19]2[CH:18]=[C:17]3[C:12]([O:13][C@@H:14]([C:26]4[CH:31]=[CH:30][C:29]([O:32][CH2:33][C:34]5[CH:39]=[CH:38][C:37]([Cl:40])=[C:36]([Cl:41])[CH:35]=5)=[CH:28][CH:27]=4)[C:15](=[O:25])[NH:16]3)=[CH:11][C:10]=2[CH2:9]1)=[O:7])([CH3:4])([CH3:2])[CH3:3], predict the reactants needed to synthesize it. The reactants are: [C:1]([O:5][C:6]([N:8]1[CH:21]([C:22]([OH:24])=[O:23])[CH2:20][C:19]2[CH:18]=[C:17]3[C:12]([O:13][C@@H:14]([C:26]4[CH:31]=[CH:30][C:29]([O:32][CH2:33][C:34]5[CH:39]=[CH:38][C:37]([Cl:40])=[C:36]([Cl:41])[CH:35]=5)=[CH:28][CH:27]=4)[C:15](=[O:25])[NH:16]3)=[CH:11][C:10]=2[CH2:9]1)=[O:7])([CH3:4])([CH3:3])[CH3:2].C(Cl)CCl.